Predict the reaction yield, written as a fraction of the theoretical maximum amount of product (1.0 means a 100% yield; for example, 0.34 means a 34% yield). From a dataset of Reaction yield outcomes from USPTO patents with 853,638 reactions. (1) The reactants are C1(P(C2C=CC=CC=2)C2C=CC=CC=2)C=CC=CC=1.[CH3:20][O:21][C:22]1[C:23]([C:35]2[CH:40]=[CH:39][CH:38]=[CH:37][CH:36]=2)=[N:24][C:25]2[C:30]([C:31]=1[C:32](O)=[O:33])=[CH:29][CH:28]=[CH:27][CH:26]=2.C(N(CC)CC)C.[NH2:48][CH2:49][C:50]([C:55]1[CH:60]=[CH:59][CH:58]=[CH:57][CH:56]=1)(O)[CH2:51][CH2:52][CH3:53].C(Cl)(Cl)(Cl)Cl. The catalyst is C(Cl)(Cl)Cl.C(#N)C.N1C=CC=CC=1. The product is [CH3:20][O:21][C:22]1[C:23]([C:35]2[CH:40]=[CH:39][CH:38]=[CH:37][CH:36]=2)=[N:24][C:25]2[C:30]([C:31]=1[C:32]1[O:33][C:50]([C:55]3[CH:60]=[CH:59][CH:58]=[CH:57][CH:56]=3)([CH2:51][CH2:52][CH3:53])[CH2:49][N:48]=1)=[CH:29][CH:28]=[CH:27][CH:26]=2. The yield is 0.170. (2) The reactants are [C:1]([O:5][C:6](=[O:11])[CH2:7][C:8]([CH3:10])=[O:9])([CH3:4])([CH3:3])[CH3:2].[H-].[Na+].C([Li])CCC.CCCCCC.[I:25][C:26]1[CH:33]=[CH:32][C:29]([CH2:30]Br)=[CH:28][CH:27]=1. The catalyst is O1CCCC1. The product is [C:1]([O:5][C:6](=[O:11])[CH2:7][C:8](=[O:9])[CH2:10][CH2:30][C:29]1[CH:32]=[CH:33][C:26]([I:25])=[CH:27][CH:28]=1)([CH3:4])([CH3:2])[CH3:3]. The yield is 0.540. (3) The reactants are [CH3:1][O:2][C:3](=[O:18])[C:4]1[C:9]([NH:10]C(OC(C)(C)C)=O)=[CH:8][CH:7]=[N:6][CH:5]=1. The catalyst is C(O)(C(F)(F)F)=O.C(Cl)Cl.C(Cl)Cl. The product is [CH3:1][O:2][C:3](=[O:18])[C:4]1[C:9]([NH2:10])=[CH:8][CH:7]=[N:6][CH:5]=1. The yield is 0.991.